From a dataset of Peptide-MHC class II binding affinity with 134,281 pairs from IEDB. Regression. Given a peptide amino acid sequence and an MHC pseudo amino acid sequence, predict their binding affinity value. This is MHC class II binding data. The peptide sequence is RLKGKSCDDWLGGSV. The MHC is DRB1_0101 with pseudo-sequence DRB1_0101. The binding affinity (normalized) is 0.0533.